This data is from Reaction yield outcomes from USPTO patents with 853,638 reactions. The task is: Predict the reaction yield, written as a fraction of the theoretical maximum amount of product (1.0 means a 100% yield; for example, 0.34 means a 34% yield). The reactants are [CH2:1]([N:5]([CH2:41][CH2:42][CH2:43][CH3:44])[C:6]1[CH:11]=[CH:10][C:9]([CH:12]=[CH:13][C:14]2[CH:19]=[CH:18][C:17]([CH2:20][O:21][Si](C(C)(C)C)(C3C=CC=CC=3)C3C=CC=CC=3)=[CH:16][CH:15]=2)=[C:8]([O:39][CH3:40])[CH:7]=1)[CH2:2][CH2:3][CH3:4].[F-].C([N+](CCCC)(CCCC)CCCC)CCC.O.C(OCC)(=O)C. The product is [CH2:41]([N:5]([CH2:1][CH2:2][CH2:3][CH3:4])[C:6]1[CH:11]=[CH:10][C:9]([CH:12]=[CH:13][C:14]2[CH:15]=[CH:16][C:17]([CH2:20][OH:21])=[CH:18][CH:19]=2)=[C:8]([O:39][CH3:40])[CH:7]=1)[CH2:42][CH2:43][CH3:44]. The yield is 0.964. The catalyst is O1CCCC1.